From a dataset of Full USPTO retrosynthesis dataset with 1.9M reactions from patents (1976-2016). Predict the reactants needed to synthesize the given product. (1) Given the product [Br:26][C:14]1[C:13]2[C:17](=[CH:18][C:10]([C:6]3[CH:7]=[CH:8][CH:9]=[C:4]([N+:1]([O-:3])=[O:2])[CH:5]=3)=[CH:11][CH:12]=2)[N:16]([C:19]2[CH:24]=[CH:23][N:22]=[CH:21][CH:20]=2)[CH:15]=1, predict the reactants needed to synthesize it. The reactants are: [N+:1]([C:4]1[CH:5]=[C:6]([C:10]2[CH:18]=[C:17]3[C:13]([CH:14]=[CH:15][N:16]3[C:19]3[CH:24]=[CH:23][N:22]=[CH:21][CH:20]=3)=[CH:12][CH:11]=2)[CH:7]=[CH:8][CH:9]=1)([O-:3])=[O:2].Cl.[Br:26]C1C=CN=CC=1. (2) Given the product [O:38]=[C:37]([N:39]1[CH2:44][CH2:43][N:42]([C:45]([C:47]2[CH:48]=[N:49][CH:50]=[CH:51][C:52]=2[C:53]([F:55])([F:54])[F:56])=[O:46])[CH2:41][CH2:40]1)[CH2:36][NH:35][C:23]([N:11]1[CH:12]=[C:8]([C:3]2[CH:4]=[CH:5][CH:6]=[CH:7][C:2]=2[F:1])[CH:9]=[N:10]1)=[O:25], predict the reactants needed to synthesize it. The reactants are: [F:1][C:2]1[CH:7]=[CH:6][CH:5]=[CH:4][C:3]=1[C:8]1[CH:9]=[N:10][NH:11][CH:12]=1.CCN(C(C)C)C(C)C.Cl[C:23](Cl)([O:25]C(=O)OC(Cl)(Cl)Cl)Cl.Cl.[NH2:35][CH2:36][C:37]([N:39]1[CH2:44][CH2:43][N:42]([C:45]([C:47]2[CH:48]=[N:49][CH:50]=[CH:51][C:52]=2[C:53]([F:56])([F:55])[F:54])=[O:46])[CH2:41][CH2:40]1)=[O:38].FC(F)(F)C1C(C(O)=O)=CN=CC=1. (3) The reactants are: [F:1][C:2]1[C:8]([F:9])=[CH:7][CH:6]=[CH:5][C:3]=1[NH2:4].[OH-].[Na+].[Cl:12][CH2:13][C:14](Cl)=[O:15].C(OCC)(=O)C. Given the product [Cl:12][CH2:13][C:14]([NH:4][C:3]1[CH:5]=[CH:6][CH:7]=[C:8]([F:9])[C:2]=1[F:1])=[O:15], predict the reactants needed to synthesize it. (4) Given the product [F:17][C:12]1[CH:13]=[CH:14][CH:15]=[C:16]2[C:11]=1[C:10]([NH2:18])=[N:9][C:8]2([C:4]1[CH:5]=[CH:6][CH:7]=[C:2]([C:31]2[CH:30]=[C:29]([O:28][CH3:27])[CH:34]=[CH:33][N:32]=2)[CH:3]=1)[C:19]1[CH:24]=[CH:23][N:22]=[C:21]([O:25][CH3:26])[CH:20]=1, predict the reactants needed to synthesize it. The reactants are: Br[C:2]1[CH:3]=[C:4]([C:8]2([C:19]3[CH:24]=[CH:23][N:22]=[C:21]([O:25][CH3:26])[CH:20]=3)[C:16]3[C:11](=[C:12]([F:17])[CH:13]=[CH:14][CH:15]=3)[C:10]([NH2:18])=[N:9]2)[CH:5]=[CH:6][CH:7]=1.[CH3:27][O:28][C:29]1[CH:34]=[CH:33][N:32]=[C:31]([Sn](CCCC)(CCCC)CCCC)[CH:30]=1. (5) Given the product [N:15]1([C:2]2[CH:3]=[C:4]([CH3:12])[C:5]([N+:9]([O-:11])=[O:10])=[C:6]([CH:8]=2)[NH2:7])[CH2:16][CH2:17][CH2:18][N:13]=[CH:14]1, predict the reactants needed to synthesize it. The reactants are: F[C:2]1[CH:3]=[C:4]([CH3:12])[C:5]([N+:9]([O-:11])=[O:10])=[C:6]([CH:8]=1)[NH2:7].[NH:13]1[CH2:18][CH2:17][CH2:16][N:15]=[CH:14]1.C(=O)([O-])[O-].[K+].[K+]. (6) Given the product [Cl:40][CH2:41][C:42]([NH:1][CH:2]([C:3]([N:5]1[CH2:10][CH2:9][C:8]([C:31]2[CH:36]=[CH:35][CH:34]=[C:33]([F:37])[CH:32]=2)([CH2:11][CH2:12][N:13]2[CH:18]3[CH2:19][CH2:20][CH:14]2[CH2:15][CH:16]([N:21]2[C:25]4[CH:26]=[CH:27][CH:28]=[CH:29][C:24]=4[N:23]=[C:22]2[CH3:30])[CH2:17]3)[CH2:7][CH2:6]1)=[O:4])[CH2:38][CH3:39])=[O:43], predict the reactants needed to synthesize it. The reactants are: [NH2:1][CH:2]([CH2:38][CH3:39])[C:3]([N:5]1[CH2:10][CH2:9][C:8]([C:31]2[CH:36]=[CH:35][CH:34]=[C:33]([F:37])[CH:32]=2)([CH2:11][CH2:12][N:13]2[CH:18]3[CH2:19][CH2:20][CH:14]2[CH2:15][CH:16]([N:21]2[C:25]4[CH:26]=[CH:27][CH:28]=[CH:29][C:24]=4[N:23]=[C:22]2[CH3:30])[CH2:17]3)[CH2:7][CH2:6]1)=[O:4].[Cl:40][CH2:41][C:42](Cl)=[O:43].CCN(C(C)C)C(C)C. (7) The reactants are: [Cl:1][C:2]1[CH:7]=[CH:6][C:5]([C:8]2([C:14]([OH:16])=O)[CH2:13][CH2:12][CH2:11][CH2:10][CH2:9]2)=[CH:4][CH:3]=1.[NH2:17][CH2:18][CH2:19][CH2:20][N:21]1[CH2:26][CH2:25][CH:24]([C:27]2[N:32]=[C:31]([NH:33][C:34](=[O:38])[CH:35]([CH3:37])[CH3:36])[CH:30]=[CH:29][CH:28]=2)[CH2:23][CH2:22]1. Given the product [Cl:1][C:2]1[CH:3]=[CH:4][C:5]([C:8]2([C:14]([NH:17][CH2:18][CH2:19][CH2:20][N:21]3[CH2:26][CH2:25][CH:24]([C:27]4[CH:28]=[CH:29][CH:30]=[C:31]([NH:33][C:34](=[O:38])[CH:35]([CH3:36])[CH3:37])[N:32]=4)[CH2:23][CH2:22]3)=[O:16])[CH2:9][CH2:10][CH2:11][CH2:12][CH2:13]2)=[CH:6][CH:7]=1, predict the reactants needed to synthesize it. (8) Given the product [C:15]1([S:14][CH2:13][C:12](=[O:21])[CH2:4][C:1](=[O:3])[CH3:2])[CH:20]=[CH:19][CH:18]=[CH:17][CH:16]=1, predict the reactants needed to synthesize it. The reactants are: [C:1]([CH:4]([C:12](=[O:21])[CH2:13][S:14][C:15]1[CH:20]=[CH:19][CH:18]=[CH:17][CH:16]=1)C(OC(C)(C)C)=O)(=[O:3])[CH3:2].